Binary Classification. Given a miRNA mature sequence and a target amino acid sequence, predict their likelihood of interaction. From a dataset of Experimentally validated miRNA-target interactions with 360,000+ pairs, plus equal number of negative samples. (1) The miRNA is hsa-miR-548aq-3p with sequence CAAAAACUGCAAUUACUUUUGC. The protein sequence of the target gene is MNNSGADEIGKLFVGGLDWSTTQETLRSYFSQYGEVVDCVIMKDKTTNQSRGFGFVKFKDPNCVGTVLASRPHTLDGRNIDPKPCTPRGMQPERTRPKEGWQKGPRSDNSKSNKIFVGGIPHNCGETELREYFKKFGVVTEVVMIYDAEKQRPRGFGFITFEDEQSVDQAVNMHFHDIMGKKVEVKRAEPRDSKSQAPGQPGASQWGSRVVPNAANGWAGQPPPTWQQGYGPQGMWVPAGQAIGGYGPPPAGRGAPPPPPPFTSYIVSTPPGGFPPPQGFPQGYGAPPQFSFGYGPPPPP.... Result: 1 (interaction). (2) The miRNA is hsa-miR-92b-3p with sequence UAUUGCACUCGUCCCGGCCUCC. Result: 1 (interaction). The protein sequence of the target gene is MHPHRDPRGLWLLLPSLSLLLFEVARAGRAVVSCPAACLCASNILSCSKQQLPNVPHSLPSYTALLDLSHNNLSRLRAEWTPTRLTQLHSLLLSHNHLNFISSEAFSPVPNLRYLDLSSNQLRTLDEFLFSDLQVLEVLLLYNNHIMAVDRCAFDDMAQLQKLYLSQNQISRFPLELVKEGAKLPKLTLLDLSSNKLKNLPLPDLQKLPAWIKNGLYLHNNPLNCDCELYQLFSHWQYRQLSSVMDFQEDLYCMNSKKLHNVFNLSFLNCGEYKERAWEAHLGDTLIIKCDTKQQGMTKV....